This data is from Forward reaction prediction with 1.9M reactions from USPTO patents (1976-2016). The task is: Predict the product of the given reaction. (1) The product is: [S:1]1(=[O:11])(=[O:12])[C:5]2[CH:6]=[CH:7][CH:8]=[CH:9][C:4]=2[CH:3]=[N:2]1. Given the reactants [S:1]1(=[O:12])(=[O:11])[C:5]2[CH:6]=[CH:7][CH:8]=[CH:9][C:4]=2[C:3](=O)[NH:2]1.[H-].[Al+3].[Li+].[H-].[H-].[H-].[O-]S([O-])(=O)=O.[Na+].[Na+], predict the reaction product. (2) Given the reactants C(N(CC)CC)C.[C:8]([CH2:10][C:11]([NH2:13])=[O:12])#[N:9].[CH:14]1([C:19](=O)[CH2:20][C:21](=O)[C:22]([O:24][CH2:25][CH3:26])=[O:23])[CH2:18][CH2:17][CH2:16][CH2:15]1, predict the reaction product. The product is: [C:8]([C:10]1[C:11]([OH:12])=[N:13][C:19]([CH:14]2[CH2:15][CH2:16][CH2:17][CH2:18]2)=[CH:20][C:21]=1[C:22]([O:24][CH2:25][CH3:26])=[O:23])#[N:9]. (3) The product is: [ClH:25].[CH2:2]([O:4][C:5]([N:7]1[CH2:12][CH2:11][N:10]([CH2:13][CH:14]([Cl:1])[C:16]2[CH:21]=[CH:20][C:19]([F:22])=[CH:18][CH:17]=2)[CH2:9][CH2:8]1)=[O:6])[CH3:3]. Given the reactants [ClH:1].[CH2:2]([O:4][C:5]([N:7]1[CH2:12][CH2:11][N:10]([CH2:13][CH:14]([C:16]2[CH:21]=[CH:20][C:19]([F:22])=[CH:18][CH:17]=2)O)[CH2:9][CH2:8]1)=[O:6])[CH3:3].S(Cl)([Cl:25])=O, predict the reaction product.